Task: Predict which catalyst facilitates the given reaction.. Dataset: Catalyst prediction with 721,799 reactions and 888 catalyst types from USPTO (1) Reactant: [NH2:1][CH2:2][C:3]1([N:7]([CH2:15][C:16]2[CH:21]=[CH:20][CH:19]=[CH:18][CH:17]=2)[CH2:8][C:9]2[CH:14]=[CH:13][CH:12]=[CH:11][CH:10]=2)[CH2:6][O:5][CH2:4]1.C(=O)(O)[O-].[Na+].[C:27](O[C:27]([O:29][C:30]([CH3:33])([CH3:32])[CH3:31])=[O:28])([O:29][C:30]([CH3:33])([CH3:32])[CH3:31])=[O:28]. Product: [CH2:15]([N:7]([CH2:8][C:9]1[CH:14]=[CH:13][CH:12]=[CH:11][CH:10]=1)[C:3]1([CH2:2][NH:1][C:27](=[O:28])[O:29][C:30]([CH3:33])([CH3:32])[CH3:31])[CH2:6][O:5][CH2:4]1)[C:16]1[CH:21]=[CH:20][CH:19]=[CH:18][CH:17]=1. The catalyst class is: 7. (2) Reactant: [Cl:1][C:2]1[N:7]=[C:6](S(C)(=O)=O)[N:5]=[C:4]([C:12]2[N:16]3[CH:17]=[C:18]([F:21])[CH:19]=[CH:20][C:15]3=[N:14][C:13]=2[C:22]([F:25])([F:24])[F:23])[CH:3]=1.FC(F)(F)O[C:29]1[CH:35]=[CH:34][C:32]([NH2:33])=[CH:31][CH:30]=1. Product: [Cl:1][C:2]1[CH:3]=[C:4]([C:12]2[N:16]3[CH:17]=[C:18]([F:21])[CH:19]=[CH:20][C:15]3=[N:14][C:13]=2[C:22]([F:25])([F:24])[F:23])[N:5]=[C:6]([NH:33][C:32]2[CH:31]=[CH:30][C:29]([C:22]([F:25])([F:24])[F:23])=[CH:35][CH:34]=2)[N:7]=1. The catalyst class is: 1.